From a dataset of NCI-60 drug combinations with 297,098 pairs across 59 cell lines. Regression. Given two drug SMILES strings and cell line genomic features, predict the synergy score measuring deviation from expected non-interaction effect. (1) Drug 1: CC1=C2C(C(=O)C3(C(CC4C(C3C(C(C2(C)C)(CC1OC(=O)C(C(C5=CC=CC=C5)NC(=O)OC(C)(C)C)O)O)OC(=O)C6=CC=CC=C6)(CO4)OC(=O)C)O)C)O. Drug 2: C1=CN(C=N1)CC(O)(P(=O)(O)O)P(=O)(O)O. Cell line: 786-0. Synergy scores: CSS=-0.160, Synergy_ZIP=-0.811, Synergy_Bliss=-3.71, Synergy_Loewe=-1.22, Synergy_HSA=-4.07. (2) Drug 1: CC1C(C(=O)NC(C(=O)N2CCCC2C(=O)N(CC(=O)N(C(C(=O)O1)C(C)C)C)C)C(C)C)NC(=O)C3=C4C(=C(C=C3)C)OC5=C(C(=O)C(=C(C5=N4)C(=O)NC6C(OC(=O)C(N(C(=O)CN(C(=O)C7CCCN7C(=O)C(NC6=O)C(C)C)C)C)C(C)C)C)N)C. Drug 2: C1CN(P(=O)(OC1)NCCCl)CCCl. Cell line: T-47D. Synergy scores: CSS=5.19, Synergy_ZIP=-0.340, Synergy_Bliss=1.67, Synergy_Loewe=0.488, Synergy_HSA=0.874.